From a dataset of Forward reaction prediction with 1.9M reactions from USPTO patents (1976-2016). Predict the product of the given reaction. (1) Given the reactants [CH3:1][C:2]([CH3:22])([O:4][C:5]([NH:7][C@@H:8]([CH2:14][C:15]1[CH:20]=[CH:19][C:18](Br)=[CH:17][CH:16]=1)[C:9]([O:11][CH2:12][CH3:13])=[O:10])=[O:6])[CH3:3].[CH2:23]([O:25][CH2:26][C:27]1[CH:32]=[C:31]([O:33][CH3:34])[C:30](B(O)O)=[C:29]([O:38][CH3:39])[CH:28]=1)[CH3:24].C1(P(C2C=CC=CC=2)C2C=CC=CC=2)C=CC=CC=1.C(=O)([O-])[O-].[K+].[K+], predict the reaction product. The product is: [CH3:1][C:2]([CH3:22])([O:4][C:5]([NH:7][C@@H:8]([CH2:14][C:15]1[CH:20]=[CH:19][C:18]([C:30]2[C:29]([O:38][CH3:39])=[CH:28][C:27]([CH2:26][O:25][CH2:23][CH3:24])=[CH:32][C:31]=2[O:33][CH3:34])=[CH:17][CH:16]=1)[C:9]([O:11][CH2:12][CH3:13])=[O:10])=[O:6])[CH3:3]. (2) Given the reactants [Cl:1][C:2]1[CH:7]=[C:6]([N:8]([CH:16]2[CH2:18][CH2:17]2)[C:9](=[O:15])[O:10][C:11]([CH3:14])([CH3:13])[CH3:12])[N:5]2[N:19]=[CH:20][C:21]([CH:22]=O)=[C:4]2[N:3]=1.C1(P(=[C:43]2[CH2:48][C:47](=[O:49])[NH:46][C:44]2=[O:45])(C2C=CC=CC=2)C2C=CC=CC=2)C=CC=CC=1, predict the reaction product. The product is: [Cl:1][C:2]1[CH:7]=[C:6]([N:8]([CH:16]2[CH2:17][CH2:18]2)[C:9](=[O:15])[O:10][C:11]([CH3:14])([CH3:13])[CH3:12])[N:5]2[N:19]=[CH:20][C:21]([CH:22]=[C:43]3[CH2:48][C:47](=[O:49])[NH:46][C:44]3=[O:45])=[C:4]2[N:3]=1. (3) Given the reactants [CH3:1][C:2](=[CH:21][C:22]1[CH:27]=[CH:26][CH:25]=[CH:24][CH:23]=1)[C:3]([NH:5][C@H:6]([C:17]([O:19]C)=[O:18])[CH2:7][C:8]1[C:16]2[C:11](=[CH:12][CH:13]=[CH:14][CH:15]=2)[NH:10][CH:9]=1)=[O:4].[OH-].[Na+], predict the reaction product. The product is: [CH3:1][C:2](=[CH:21][C:22]1[CH:27]=[CH:26][CH:25]=[CH:24][CH:23]=1)[C:3]([NH:5][C@H:6]([C:17]([OH:19])=[O:18])[CH2:7][C:8]1[C:16]2[C:11](=[CH:12][CH:13]=[CH:14][CH:15]=2)[NH:10][CH:9]=1)=[O:4]. (4) Given the reactants OC1[C:11]2[C:6](=[CH:7][CH:8]=[C:9]([I:12])[CH:10]=2)[NH:5][C:4](=O)[C:3]=1[CH:14]1[CH2:19][CH2:18][O:17][CH2:16][CH2:15]1.O=P(Cl)(Cl)[Cl:22].[CH2:25]([Cl:27])Cl, predict the reaction product. The product is: [Cl:22][C:4]1[C:3]([CH:14]2[CH2:19][CH2:18][O:17][CH2:16][CH2:15]2)=[C:25]([Cl:27])[C:11]2[C:6](=[CH:7][CH:8]=[C:9]([I:12])[CH:10]=2)[N:5]=1. (5) Given the reactants [CH3:1][CH:2]([C:4]1[CH:5]=[N:6][C:7]2[C:12]([C:13]=1[C:14]1[CH:19]=[CH:18][CH:17]=[C:16]([OH:20])[CH:15]=1)=[CH:11][CH:10]=[CH:9][C:8]=2[Cl:21])[CH3:3].[CH3:22][N:23]([CH3:36])[S:24]([C:27]1[CH:35]=[CH:34][C:30]([C:31](O)=[O:32])=[CH:29][CH:28]=1)(=[O:26])=[O:25], predict the reaction product. The product is: [CH3:22][N:23]([CH3:36])[S:24]([C:27]1[CH:35]=[CH:34][C:30]([C:31]([O:20][C:16]2[CH:17]=[CH:18][CH:19]=[C:14]([C:13]3[C:12]4[C:7](=[C:8]([Cl:21])[CH:9]=[CH:10][CH:11]=4)[N:6]=[CH:5][C:4]=3[CH:2]([CH3:1])[CH3:3])[CH:15]=2)=[O:32])=[CH:29][CH:28]=1)(=[O:25])=[O:26]. (6) Given the reactants [F:1][C:2]1[CH:7]=[C:6]([CH3:8])[C:5](I)=[CH:4][C:3]=1[C@:10]1([CH3:21])[CH2:15][C@@H:14]([C:16]([F:19])([F:18])[F:17])[O:13][C:12]([NH2:20])=[N:11]1.[Cl:22][C:23]1[CH:24]=[N:25][C:26]([C:29]#[C:30][Si](C)(C)C)=[N:27][CH:28]=1, predict the reaction product. The product is: [Cl:22][C:23]1[CH:24]=[N:25][C:26]([C:29]#[C:30][C:5]2[C:6]([CH3:8])=[CH:7][C:2]([F:1])=[C:3]([C@:10]3([CH3:21])[CH2:15][C@@H:14]([C:16]([F:19])([F:18])[F:17])[O:13][C:12]([NH2:20])=[N:11]3)[CH:4]=2)=[N:27][CH:28]=1. (7) Given the reactants [C:1]([O:5][C:6]([N:8]1[CH2:13][CH2:12][CH:11]([N:14]2[CH:18]=[C:17]([C:19]3[CH:20]=[N:21][C:22]([NH2:34])=[C:23](B4OC(C)(C)C(C)(C)O4)[CH:24]=3)[CH:16]=[N:15]2)[CH2:10][CH2:9]1)=[O:7])([CH3:4])([CH3:3])[CH3:2].[Br:35][C:36]1[CH:45]=[CH:44][C:43]([F:46])=[C:42]2[C:37]=1[CH:38]=[C:39](OS(C(F)(F)F)(=O)=O)[N:40]=[CH:41]2.C([O-])([O-])=O.[Cs+].[Cs+], predict the reaction product. The product is: [C:1]([O:5][C:6]([N:8]1[CH2:13][CH2:12][CH:11]([N:14]2[CH:18]=[C:17]([C:19]3[CH:20]=[N:21][C:22]([NH2:34])=[C:23]([C:39]4[N:40]=[CH:41][C:42]5[C:37]([CH:38]=4)=[C:36]([Br:35])[CH:45]=[CH:44][C:43]=5[F:46])[CH:24]=3)[CH:16]=[N:15]2)[CH2:10][CH2:9]1)=[O:7])([CH3:4])([CH3:2])[CH3:3]. (8) Given the reactants [NH2:1][C:2]1[CH:7]=[CH:6][C:5]([C:8]2[CH2:12][CH2:11][N:10]([C:13](=[O:25])[CH2:14][C:15]3[CH:20]=[CH:19][C:18]([O:21][CH3:22])=[C:17]([O:23][CH3:24])[CH:16]=3)[N:9]=2)=[CH:4][CH:3]=1.Cl[C:27]([O:29][C:30]1[CH:35]=[CH:34][C:33]([N+:36]([O-:38])=[O:37])=[CH:32][CH:31]=1)=[O:28], predict the reaction product. The product is: [N+:36]([C:33]1[CH:32]=[CH:31][C:30]([O:29][C:27](=[O:28])[NH:1][C:2]2[CH:3]=[CH:4][C:5]([C:8]3[CH2:12][CH2:11][N:10]([C:13](=[O:25])[CH2:14][C:15]4[CH:20]=[CH:19][C:18]([O:21][CH3:22])=[C:17]([O:23][CH3:24])[CH:16]=4)[N:9]=3)=[CH:6][CH:7]=2)=[CH:35][CH:34]=1)([O-:38])=[O:37].